Dataset: Forward reaction prediction with 1.9M reactions from USPTO patents (1976-2016). Task: Predict the product of the given reaction. Given the reactants N[C:2]1[S:3][C:4]2[CH:10]=[C:9]([C:11]([O:13][CH3:14])=[O:12])[CH:8]=[C:7]([O:15][CH3:16])[C:5]=2[N:6]=1.N(OCCC(C)C)=O, predict the reaction product. The product is: [CH3:16][O:15][C:7]1[C:5]2[N:6]=[CH:2][S:3][C:4]=2[CH:10]=[C:9]([C:11]([O:13][CH3:14])=[O:12])[CH:8]=1.